This data is from Full USPTO retrosynthesis dataset with 1.9M reactions from patents (1976-2016). The task is: Predict the reactants needed to synthesize the given product. (1) Given the product [CH2:1]([O:3][CH2:4][N:5]1[C:9]2=[N:10][C:11]3[N:12]([CH3:26])[C:13](=[O:25])[N:14]([CH2:18][CH2:19][CH2:20][CH2:21][C@@H:22]([O:24][S:28]([CH3:27])(=[O:30])=[O:29])[CH3:23])[C:15](=[O:17])[C:16]=3[N:8]2[CH2:7][CH2:6]1)[CH3:2], predict the reactants needed to synthesize it. The reactants are: [CH2:1]([O:3][CH2:4][N:5]1[C:9]2=[N:10][C:11]3[N:12]([CH3:26])[C:13](=[O:25])[N:14]([CH2:18][CH2:19][CH2:20][CH2:21][C@@H:22]([OH:24])[CH3:23])[C:15](=[O:17])[C:16]=3[N:8]2[CH2:7][CH2:6]1)[CH3:2].[CH3:27][S:28](O[S:28]([CH3:27])(=[O:30])=[O:29])(=[O:30])=[O:29].CO. (2) Given the product [C:21]1([S:27]([N:30]2[C:34]3=[N:35][CH:36]=[CH:37][CH:38]=[C:33]3[CH:32]=[C:31]2[CH:50]=[O:51])(=[O:29])=[O:28])[CH:22]=[CH:23][CH:24]=[CH:25][CH:26]=1, predict the reactants needed to synthesize it. The reactants are: C(NC(C)C)(C)C.[Li]CCCC.[Li+].CC([N-]C(C)C)C.[C:21]1([S:27]([N:30]2[C:34]3=[N:35][CH:36]=[CH:37][CH:38]=[C:33]3[CH:32]=[CH:31]2)(=[O:29])=[O:28])[CH:26]=[CH:25][CH:24]=[CH:23][CH:22]=1.CN(CCN(C)C)C.CN([CH:50]=[O:51])C. (3) The reactants are: Cl[CH2:2][Si:3]([CH3:9])([CH3:8])[O:4][CH:5]([CH3:7])[CH3:6].[Br:10][C:11]1[CH:16]=[CH:15][C:14]([NH:17][C:18]2[C:19]([CH:28]=[O:29])=[CH:20][C:21]3[NH:25][CH:24]=[N:23][C:22]=3[C:26]=2[F:27])=[C:13]([Cl:30])[CH:12]=1. Given the product [Br:10][C:11]1[CH:16]=[CH:15][C:14]([NH:17][C:18]2[C:19]([CH:28]([OH:29])[CH2:2][Si:3]([O:4][CH:5]([CH3:7])[CH3:6])([CH3:9])[CH3:8])=[CH:20][C:21]3[NH:25][CH:24]=[N:23][C:22]=3[C:26]=2[F:27])=[C:13]([Cl:30])[CH:12]=1, predict the reactants needed to synthesize it.